From a dataset of Experimentally validated miRNA-target interactions with 360,000+ pairs, plus equal number of negative samples. Binary Classification. Given a miRNA mature sequence and a target amino acid sequence, predict their likelihood of interaction. (1) The miRNA is hsa-miR-550b-3p with sequence UCUUACUCCCUCAGGCACUG. The protein sequence of the target gene is MSKRPSYAPPPTPAPATQMPSTPGFVGYNPYSHLAYNNYRLGGNPGTNSRVTASSGITIPKPPKPPDKPLMPYMRYSRKVWDQVKASNPDLKLWEIGKIIGGMWRDLTDEEKQEYLNEYEAEKIEYNESMKAYHNSPAYLAYINAKSRAEAALEEESRQRQSRMEKGEPYMSIQPAEDPDDYDDGFSMKHTATARFQRNHRLISEILSESVVPDVRSVVTTARMQVLKRQVQSLMVHQRKLEAELLQIEERHQEKKRKFLESTDSFNNELKRLCGLKVEVDMEKIAAEIAQAEEQARKRQ.... Result: 0 (no interaction). (2) The miRNA is mmu-miR-3098-5p with sequence UCCUAACAGCAGGAGUAGGAGC. The protein sequence of the target gene is MNSTPRNAQAPSHRECFLPSVARTPSVTKVTPAKKITFLKRGDPRFAGVRLAVHQRAFKTFSALMDELSQRVPLSFGVRSVTTPRGLHSLSALEQLEDGGCYLCSDKKPPKTPSGPGRPQERNPTAQQLRDVEGQREAPGTSSSRKSLKTPRRILLIKNMDPRLQQTVVLSHRNTRNLAAFLGKASDLLRFPVKQLYTTSGKKVDSLQALLHSPSVLVCAGHEAFRTPAMKNARRSEAETLSGLTSRNKNGSWGPKTKPSVIHSRSPPGSTPRLPERPGPSNPPVGPAPGRHPQDTPAQS.... Result: 0 (no interaction). (3) The miRNA is mmu-miR-540-3p with sequence AGGUCAGAGGUCGAUCCUGG. The protein sequence of the target gene is MTDGDYDYLIKLLALGDSGVGKTTFLYRYTDNKFNPKFITTVGIDFREKRVVYNAQGPNGSSGKAFKVHLQLWDTAGQERFRSLTTAFFRDAMGFLLMFDLTSQQSFLNVRNWMSQLQANAYCENPDIVLIGNKADLPDQREVNERQARELADKYGIPYFETSAATGQNVEKAVETLLDLIMKRMEQCVEKTQIPDTVNGGNSGNLDGEKPPEKKCIC. Result: 0 (no interaction). (4) The miRNA is mmu-miR-130a-3p with sequence CAGUGCAAUGUUAAAAGGGCAU. The protein sequence of the target gene is MILSNTTAVTPFLTKLWQETVQQGGNMSGLARRSPRSSDGKLEALYVLMVLGFFGFFTLGIMLSYIRSKKLEHSNDPFNVYIESDAWQEKDKAYVQARVLESYRSCYVVENHLAIEQPNTHLPETKPSP. Result: 0 (no interaction). (5) The protein sequence of the target gene is MEDLEETLFEEFENYSYDLDYYSLESDLEEKVQLGVVHWVSLVLYCLAFVLGIPGNAIVIWFTGFKWKKTVTTLWFLNLAIADFIFLLFLPLYISYVAMNFHWPFGIWLCKANSFTAQLNMFASVFFLTVISLDHYIHLIHPVLSHRHRTLKNSLIVIIFIWLLASLIGGPALYFRDTVEFNNHTLCYNNFQKHDPDLTLIRHHVLTWVKFIIGYLFPLLTMSICYLCLIFKVKKRSILISSRHFWTILVVVVAFVVCWTPYHLFSIWELTIHHNSYSHHVMQAGIPLSTGLAFLNSCLN.... The miRNA is hsa-miR-4999-3p with sequence UCACUACCUGACAAUACAGU. Result: 0 (no interaction). (6) The miRNA is hsa-miR-421 with sequence AUCAACAGACAUUAAUUGGGCGC. The protein sequence of the target gene is MSASEGMKFKFHSGEKVLCFEPDPTKARVLYDAKIVDVIVGKDEKGRKIPEYLIHFNGWNRSWDRWAAEDHVLRDTDENRRLQRKLARKAVARLRSTGRKKKRCRLPGVDSVLKGLPTEEKDENDENSLSSSSDCSENKDEEISEESDIEEKTEVKEEPELQTRREMEERTITIEIPEVLKKQLEDDCYYINRRKRLVKLPCQTNIITILESYVKHFAINAAFSANERPRHHHVMPHANMNVHYIPAEKNVDLCKEMVDGLRITFDYTLPLVLLYPYEQAQYKKVTSSKFFLPIKESATS.... Result: 1 (interaction). (7) The miRNA is hsa-miR-4329 with sequence CCUGAGACCCUAGUUCCAC. The protein sequence of the target gene is MALSSAWRSVLPLWLLWSAACSRAASGDDNAFPFDIEGSSAVGRQDPPETSEPRVALGRLPPAAEKCNAGFFHTLSGECVPCDCNGNSNECLDGSGYCVHCQRNTTGEHCEKCLDGYIGDSIRGAPQFCQPCPCPLPHLANFAESCYRKNGAVRCICNENYAGPNCERCAPGYYGNPLLIGSTCKKCDCSGNSDPNLIFEDCDEVTGQCRNCLRNTTGFKCERCAPGYYGDARIAKNCAVCNCGGGPCDSVTGECLEEGFEPPTGMDCPTISCDKCVWDLTDALRLAALSIEEGKSGVLS.... Result: 0 (no interaction). (8) The miRNA is hsa-miR-8065 with sequence UGUAGGAACAGUUGAAUUUUGGCU. The protein sequence of the target gene is MARAQALVLALTFQFCAPETETPAAGCTFEEASDPVVPCEFSQAQYDDFQWEQVRIHPGTRTPEDLPHGAYLMVNASQHAPGQRAHIIFQTLSENDTHCVQFSYFLYSRDGHSPGTLGVYVRVNGGPLGSAVWNMTGSHGRQWHQAELAVSTFWPNEYQVLFEALISPDHKGYIGLDDILLFSYPCAKAPHFSRLGDVEVNAGQNASFQCMAAGRAAEAEHFFLQRQSGVLVPAAGVRHISHRRFLATFPLASVGRSEQDLYRCVSQAPRGAGVSNFAELIVKEPPTPIAPPQLLRAGPT.... Result: 0 (no interaction).